Dataset: Forward reaction prediction with 1.9M reactions from USPTO patents (1976-2016). Task: Predict the product of the given reaction. (1) Given the reactants [F:1][C:2]1[C:29]([F:30])=[CH:28][CH:27]=[CH:26][C:3]=1[CH2:4][N:5]1[C:10](=[O:11])[CH:9]=[CH:8][C:7]([C:12]2[C:20]3[C:15](=[CH:16][CH:17]=[C:18]([F:21])[CH:19]=3)[N:14]([CH2:22][C:23]#[N:24])[C:13]=2[CH3:25])=[CH:6]1.[N-:31]=[N+:32]=[N-:33].[Na+].[Cl-].[NH4+], predict the reaction product. The product is: [N:24]1[NH:31][N:32]=[N:33][C:23]=1[CH2:22][N:14]1[C:15]2[C:20](=[CH:19][C:18]([F:21])=[CH:17][CH:16]=2)[C:12]([C:7]2[CH:8]=[CH:9][C:10](=[O:11])[N:5]([CH2:4][C:3]3[CH:26]=[CH:27][CH:28]=[C:29]([F:30])[C:2]=3[F:1])[CH:6]=2)=[C:13]1[CH3:25]. (2) Given the reactants [H-].[H-].[H-].[H-].[Li+].[Al+3].C[O:8][C:9](=O)[C:10]1[CH:15]=[CH:14][C:13]([O:16][CH2:17][C:18]2[CH:23]=[CH:22][CH:21]=[CH:20][CH:19]=2)=[CH:12][C:11]=1[OH:24], predict the reaction product. The product is: [CH2:17]([O:16][C:13]1[CH:14]=[CH:15][C:10]([CH2:9][OH:8])=[C:11]([OH:24])[CH:12]=1)[C:18]1[CH:19]=[CH:20][CH:21]=[CH:22][CH:23]=1. (3) The product is: [CH2:11]([OH:12])[C@H:9]1[O:10][C@@H:2]([O:1][C@@H:19]([C@H:17]([OH:18])[C@H:15]([OH:16])[CH:14]=[O:13])[C@H:21]([OH:22])[CH2:23][OH:24])[C@H:3]([OH:4])[C@@H:5]([OH:6])[C@H:7]1[OH:8].[CH2:11]([OH:12])[C@H:9]1[O:10][C@@H:2]([O:1][C@H:19]2[C@H:17]([OH:18])[C@@:15]([OH:16])([CH2:14][OH:13])[O:22][C@@H:21]2[CH2:23][OH:24])[C@H:3]([OH:4])[C@@H:5]([OH:6])[C@H:7]1[OH:8].[OH2:1]. Given the reactants [O:1]=[CH:2][C@@H:3]([C@H:5]([C@@H:7]([C@@H:9]([CH2:11][OH:12])[OH:10])[OH:8])[OH:6])[OH:4].[O:13]=[CH:14][C@@H:15]([C@H:17]([C@H:19]([C@@H:21]([CH2:23][OH:24])[OH:22])O)[OH:18])[OH:16].O=C[C@H]([C@H]([C@@H]([C@@H](CO)O)O)O)O.O=C[C@H]([C@H]([C@H]([C@@H](CO)O)O)O)O.OCC([C@H]([C@@H]([C@@H](CO)O)O)O)=O.OCC([C@H]([C@H]([C@@H](CO)O)O)O)=O.C(O)[C@H]1O[C@H](O[C@H]2[C@H](O)[C@@H](O)[C@H](O)O[C@@H]2CO)[C@H](O)[C@@H](O)[C@@H]1O.C(O)[C@H]1O[C@@H](O[C@H]2[C@H](O)[C@@H](O)[C@H](O)O[C@@H]2CO)[C@H](O)[C@@H](O)[C@@H]1O.OC1O[C@H](CO)[C@@H](O[C@@H]2O[C@H](CO)[C@H](O)[C@H](O)[C@H]2O)[C@H](O)[C@H]1O.C(O)[C@H]1O[C@H](O[C@H]2[C@H](O)[C@@H](O)[C@@H](O[C@H]3[C@H](O)[C@@H](O)[C@@H](O)O[C@@H]3CO)O[C@@H]2CO)[C@H](O)[C@@H](O)[C@@H]1O.C([O-])(=O)C, predict the reaction product. (4) Given the reactants [Si:1]([O:8][CH2:9][CH2:10][O:11][C:12]1[CH:17]=[CH:16][C:15]([NH:18][C:19](=[O:33])[C:20]([O:23][C:24]2[CH:29]=[CH:28][C:27]([CH:30]3[CH2:32][CH2:31]3)=[CH:26][CH:25]=2)=[CH:21][CH3:22])=[CH:14][C:13]=1[O:34][CH:35]([F:37])[F:36])([C:4]([CH3:7])([CH3:6])[CH3:5])([CH3:3])[CH3:2].[H-].[Na+].[CH2:40](Br)[CH:41]=[CH2:42], predict the reaction product. The product is: [CH2:42]([N:18]([C:15]1[CH:16]=[CH:17][C:12]([O:11][CH2:10][CH2:9][O:8][Si:1]([C:4]([CH3:7])([CH3:5])[CH3:6])([CH3:3])[CH3:2])=[C:13]([O:34][CH:35]([F:36])[F:37])[CH:14]=1)[C:19](=[O:33])[C:20]([O:23][C:24]1[CH:25]=[CH:26][C:27]([CH:30]2[CH2:31][CH2:32]2)=[CH:28][CH:29]=1)=[CH:21][CH3:22])[CH:41]=[CH2:40]. (5) Given the reactants [F:1][C:2]([F:11])([F:10])[C:3]1[N:8]=[CH:7][N:6]=[C:5](O)[CH:4]=1.P(Cl)(Cl)(Cl)=O.[OH-].[NH4+:18], predict the reaction product. The product is: [F:1][C:2]([F:11])([F:10])[C:3]1[N:8]=[CH:7][N:6]=[C:5]([NH2:18])[CH:4]=1. (6) Given the reactants [Cl:1][C:2]1[C:3]([F:31])=[C:4]([CH:8]2[C:12]([C:15]3[CH:20]=[CH:19][C:18]([Cl:21])=[CH:17][C:16]=3[F:22])([C:13]#[N:14])[CH:11]([CH2:23][C:24]([CH3:27])([CH3:26])[CH3:25])[NH:10][CH:9]2[C:28]([OH:30])=O)[CH:5]=[CH:6][CH:7]=1.[CH3:32]N(C(ON1N=NC2C=CC=NC1=2)=[N+](C)C)C.F[P-](F)(F)(F)(F)F.CCN(C(C)C)C(C)C.[NH2:65][C:66]1[CH:74]=[CH:73][C:69]([C:70]([OH:72])=[O:71])=[C:68]([CH3:75])[CH:67]=1, predict the reaction product. The product is: [CH3:32][O:71][C:70](=[O:72])[C:69]1[CH:73]=[CH:74][C:66]([NH:65][C:28]([C@H:9]2[C@H:8]([C:4]3[CH:5]=[CH:6][CH:7]=[C:2]([Cl:1])[C:3]=3[F:31])[C@:12]([C:15]3[CH:20]=[CH:19][C:18]([Cl:21])=[CH:17][C:16]=3[F:22])([C:13]#[N:14])[C@H:11]([CH2:23][C:24]([CH3:27])([CH3:25])[CH3:26])[NH:10]2)=[O:30])=[CH:67][C:68]=1[CH3:75]. (7) Given the reactants I[C:2]1[CH:3]=[C:4]([O:21][C:22]([F:25])([F:24])[F:23])[CH:5]=[C:6]2[C:11]=1[O:10][CH:9]([C:12]([F:15])([F:14])[F:13])C(C(OCC)=O)=[CH:7]2.CB1OB(C)OB(C)O1.[C:35]([O-])([O-])=O.[Cs+].[Cs+].[CH3:41][CH2:42][O:43][C:44]([CH3:46])=[O:45], predict the reaction product. The product is: [CH3:7][C:6]1[CH:5]=[C:4]([O:21][C:22]([F:23])([F:24])[F:25])[CH:3]=[C:2]2[C:11]=1[O:10][CH:9]([C:12]([F:13])([F:14])[F:15])[C:46]([C:44]([O:43][CH2:42][CH3:41])=[O:45])=[CH:35]2.